This data is from Peptide-MHC class I binding affinity with 185,985 pairs from IEDB/IMGT. The task is: Regression. Given a peptide amino acid sequence and an MHC pseudo amino acid sequence, predict their binding affinity value. This is MHC class I binding data. The peptide sequence is QQPYPSQQPY. The MHC is HLA-A01:01 with pseudo-sequence HLA-A01:01. The binding affinity (normalized) is 0.